Dataset: Forward reaction prediction with 1.9M reactions from USPTO patents (1976-2016). Task: Predict the product of the given reaction. (1) The product is: [ClH:28].[OH:1][CH2:2][C@@H:3]([NH:5][S:6]([C:9]1[CH:10]=[CH:11][C:12]([C:15]2[CH:20]=[CH:19][N:18]=[C:17]3[NH:21][C:22]([C:24]([F:26])([F:27])[F:25])=[CH:23][C:16]=23)=[CH:13][CH:14]=1)(=[O:7])=[O:8])[CH3:4]. Given the reactants [OH:1][CH2:2][C@@H:3]([NH:5][S:6]([C:9]1[CH:14]=[CH:13][C:12]([C:15]2[CH:20]=[CH:19][N:18]=[C:17]3[NH:21][C:22]([C:24]([F:27])([F:26])[F:25])=[CH:23][C:16]=23)=[CH:11][CH:10]=1)(=[O:8])=[O:7])[CH3:4].[ClH:28].C(OCC)C, predict the reaction product. (2) Given the reactants [F:1][CH:2]([F:40])[C:3]1[N:7]([C:8]2[N:13]=[C:12]([N:14]3[CH2:19][CH2:18][O:17][CH2:16][CH2:15]3)[N:11]=[C:10]([NH:20][CH:21]3[CH2:26][CH2:25][N:24]([C:27]([O:29][C:30]([CH3:33])([CH3:32])[CH3:31])=[O:28])[CH2:23][CH2:22]3)[N:9]=2)[C:6]2[CH:34]=[CH:35][CH:36]=[C:37]([O:38][CH3:39])[C:5]=2[N:4]=1.[H-].[Na+].I[CH3:44].O, predict the reaction product. The product is: [F:40][CH:2]([F:1])[C:3]1[N:7]([C:8]2[N:13]=[C:12]([N:14]3[CH2:19][CH2:18][O:17][CH2:16][CH2:15]3)[N:11]=[C:10]([N:20]([CH3:44])[CH:21]3[CH2:22][CH2:23][N:24]([C:27]([O:29][C:30]([CH3:33])([CH3:32])[CH3:31])=[O:28])[CH2:25][CH2:26]3)[N:9]=2)[C:6]2[CH:34]=[CH:35][CH:36]=[C:37]([O:38][CH3:39])[C:5]=2[N:4]=1. (3) Given the reactants [C:1](=[O:17])([O:5][C:6]1[CH:11]=[CH:10][C:9]([O:12][CH3:13])=[C:8]([N+:14]([O-])=O)[CH:7]=1)[O:2][CH2:3][CH3:4].C(O)(=O)C, predict the reaction product. The product is: [C:1](=[O:17])([O:2][CH2:3][CH3:4])[O:5][C:6]1[CH:11]=[CH:10][C:9]([O:12][CH3:13])=[C:8]([NH2:14])[CH:7]=1. (4) The product is: [N+:1]([C:4]1[C:13]2[O:12][CH2:11][CH2:10][O:9][C:8]=2[CH:7]=[CH:6][C:5]=1[C:14]([OH:16])=[O:15])([O-:3])=[O:2]. Given the reactants [N+:1]([C:4]1[C:13]2[O:12][CH2:11][CH2:10][O:9][C:8]=2[CH:7]=[CH:6][C:5]=1[C:14]([O:16]CC)=[O:15])([O-:3])=[O:2].[OH-].[Li+], predict the reaction product. (5) Given the reactants [C:1]([O:5][C:6]([N:8]1[CH2:13][CH2:12][CH:11]([O:14][C:15]2[CH:20]=[CH:19][C:18]([CH2:21]C(=O)C)=[CH:17][CH:16]=2)[CH2:10][CH2:9]1)=[O:7])([CH3:4])([CH3:3])[CH3:2].C[Si]([N-][Si](C)(C)C)(C)C.[K+].BrCC([O:39][CH2:40][CH3:41])=O.O.[NH2:43][NH2:44].[CH2:45]1[CH2:49]OCC1, predict the reaction product. The product is: [C:1]([O:5][C:6]([N:8]1[CH2:9][CH2:10][CH:11]([O:14][C:15]2[CH:20]=[CH:19][C:18]([CH:21]3[CH2:41][C:40](=[O:39])[NH:44][N:43]=[C:49]3[CH3:45])=[CH:17][CH:16]=2)[CH2:12][CH2:13]1)=[O:7])([CH3:4])([CH3:3])[CH3:2]. (6) Given the reactants [C:1]([O:5][C:6]([NH:8][C@H:9]([CH:13]([CH3:15])[CH3:14])[C:10]([OH:12])=O)=[O:7])([CH3:4])([CH3:3])[CH3:2].[CH2:16]([NH:23][CH2:24][CH2:25][OH:26])[C:17]1[CH:22]=[CH:21][CH:20]=[CH:19][CH:18]=1.CN(C(ON1N=NC2C=CC=NC1=2)=[N+](C)C)C.F[P-](F)(F)(F)(F)F.CCN(CC)CC, predict the reaction product. The product is: [C:1]([O:5][C:6](=[O:7])[NH:8][C@H:9]([CH:13]([CH3:15])[CH3:14])[C:10]([N:23]([CH2:16][C:17]1[CH:22]=[CH:21][CH:20]=[CH:19][CH:18]=1)[CH2:24][CH2:25][OH:26])=[O:12])([CH3:2])([CH3:3])[CH3:4].